From a dataset of NCI-60 drug combinations with 297,098 pairs across 59 cell lines. Regression. Given two drug SMILES strings and cell line genomic features, predict the synergy score measuring deviation from expected non-interaction effect. (1) Drug 1: C1=NC2=C(N=C(N=C2N1C3C(C(C(O3)CO)O)O)F)N. Drug 2: C1CC(C1)(C(=O)O)C(=O)O.[NH2-].[NH2-].[Pt+2]. Cell line: MDA-MB-435. Synergy scores: CSS=-0.582, Synergy_ZIP=-1.41, Synergy_Bliss=-1.74, Synergy_Loewe=-4.51, Synergy_HSA=-1.34. (2) Drug 1: CC1=CC=C(C=C1)C2=CC(=NN2C3=CC=C(C=C3)S(=O)(=O)N)C(F)(F)F. Drug 2: C1CC(C1)(C(=O)O)C(=O)O.[NH2-].[NH2-].[Pt+2]. Cell line: DU-145. Synergy scores: CSS=8.42, Synergy_ZIP=0.771, Synergy_Bliss=3.72, Synergy_Loewe=-1.39, Synergy_HSA=-1.50. (3) Drug 1: CC1=C2C(C(=O)C3(C(CC4C(C3C(C(C2(C)C)(CC1OC(=O)C(C(C5=CC=CC=C5)NC(=O)OC(C)(C)C)O)O)OC(=O)C6=CC=CC=C6)(CO4)OC(=O)C)OC)C)OC. Drug 2: C1CNP(=O)(OC1)N(CCCl)CCCl. Cell line: ACHN. Synergy scores: CSS=32.8, Synergy_ZIP=0.916, Synergy_Bliss=-0.169, Synergy_Loewe=-26.0, Synergy_HSA=-1.81. (4) Synergy scores: CSS=53.5, Synergy_ZIP=-2.79, Synergy_Bliss=0.525, Synergy_Loewe=-21.6, Synergy_HSA=-0.260. Drug 1: C(CCl)NC(=O)N(CCCl)N=O. Drug 2: N.N.Cl[Pt+2]Cl. Cell line: ACHN. (5) Drug 1: C1CCC(C1)C(CC#N)N2C=C(C=N2)C3=C4C=CNC4=NC=N3. Drug 2: C1CN(CCN1C(=O)CCBr)C(=O)CCBr. Cell line: CCRF-CEM. Synergy scores: CSS=24.6, Synergy_ZIP=-1.79, Synergy_Bliss=-2.81, Synergy_Loewe=-18.8, Synergy_HSA=-4.02. (6) Drug 1: C1CCC(C(C1)N)N.C(=O)(C(=O)[O-])[O-].[Pt+4]. Drug 2: CC12CCC3C(C1CCC2OP(=O)(O)O)CCC4=C3C=CC(=C4)OC(=O)N(CCCl)CCCl.[Na+]. Cell line: SF-295. Synergy scores: CSS=48.0, Synergy_ZIP=-6.59, Synergy_Bliss=-4.75, Synergy_Loewe=-4.62, Synergy_HSA=-2.51. (7) Drug 1: CC1=CC=C(C=C1)C2=CC(=NN2C3=CC=C(C=C3)S(=O)(=O)N)C(F)(F)F. Drug 2: C1=NC2=C(N=C(N=C2N1C3C(C(C(O3)CO)O)O)F)N. Cell line: MCF7. Synergy scores: CSS=1.51, Synergy_ZIP=1.10, Synergy_Bliss=4.50, Synergy_Loewe=1.53, Synergy_HSA=2.26. (8) Drug 1: CC1=C2C(C(=O)C3(C(CC4C(C3C(C(C2(C)C)(CC1OC(=O)C(C(C5=CC=CC=C5)NC(=O)OC(C)(C)C)O)O)OC(=O)C6=CC=CC=C6)(CO4)OC(=O)C)O)C)O. Drug 2: CS(=O)(=O)CCNCC1=CC=C(O1)C2=CC3=C(C=C2)N=CN=C3NC4=CC(=C(C=C4)OCC5=CC(=CC=C5)F)Cl. Cell line: HOP-92. Synergy scores: CSS=13.1, Synergy_ZIP=-1.80, Synergy_Bliss=1.28, Synergy_Loewe=3.99, Synergy_HSA=3.13.